Predict the reactants needed to synthesize the given product. From a dataset of Full USPTO retrosynthesis dataset with 1.9M reactions from patents (1976-2016). (1) Given the product [I:1][C:2]1[CH:3]=[C:4]([C:5](=[O:7])[CH2:17][C:18]2[CH:23]=[CH:22][CH:21]=[CH:20][CH:19]=2)[CH:8]=[CH:9][CH:10]=1, predict the reactants needed to synthesize it. The reactants are: [I:1][C:2]1[CH:3]=[C:4]([CH:8]=[CH:9][CH:10]=1)[C:5]([OH:7])=O.C([O-])([O-])=O.[Cs+].[Cs+].[CH2:17](Br)[C:18]1[CH:23]=[CH:22][CH:21]=[CH:20][CH:19]=1. (2) Given the product [F:17][C:10]1[CH:11]=[CH:12][C:13]([O:15][CH3:16])=[CH:14][C:9]=1[C:7]1[CH:8]=[C:3]([CH:4]=[CH:5][C:6]=1[C:18]([CH3:21])([CH3:20])[CH3:19])[CH2:2][O:22][C:23]1[CH:24]=[CH:25][C:26]([CH2:29][CH:30]([CH3:36])[C:31]([OH:33])=[O:32])=[CH:27][CH:28]=1, predict the reactants needed to synthesize it. The reactants are: Cl[CH2:2][C:3]1[CH:4]=[CH:5][C:6]([C:18]([CH3:21])([CH3:20])[CH3:19])=[C:7]([C:9]2[CH:14]=[C:13]([O:15][CH3:16])[CH:12]=[CH:11][C:10]=2[F:17])[CH:8]=1.[OH:22][C:23]1[CH:28]=[CH:27][C:26]([CH2:29][CH:30]([CH3:36])[C:31]([O:33]CC)=[O:32])=[CH:25][CH:24]=1.C(=O)([O-])[O-].[Cs+].[Cs+].[OH-].[Li+]. (3) Given the product [CH3:1][C:2]1([CH3:17])[CH2:3][O:4][C:25](=[S:26])[N:6]([CH2:7][C:8]2[CH:13]=[CH:12][CH:11]=[CH:10][C:9]=2[N+:14]([O-:16])=[O:15])[CH2:5]1, predict the reactants needed to synthesize it. The reactants are: [CH3:1][C:2]([CH3:17])([CH2:5][NH:6][CH2:7][C:8]1[CH:13]=[CH:12][CH:11]=[CH:10][C:9]=1[N+:14]([O-:16])=[O:15])[CH2:3][OH:4].C(N(CC)CC)C.[C:25](Cl)(Cl)=[S:26].O. (4) The reactants are: C(OC([N:8]1[CH2:12][C:11]([F:14])([F:13])[CH2:10][C@@H:9]1[CH2:15][CH:16]([CH3:20])[C:17]([OH:19])=[O:18])=O)(C)(C)C.[ClH:21]. Given the product [ClH:21].[F:14][C:11]1([F:13])[CH2:12][NH:8][C@@H:9]([CH2:15][CH:16]([CH3:20])[C:17]([OH:19])=[O:18])[CH2:10]1, predict the reactants needed to synthesize it.